From a dataset of Merck oncology drug combination screen with 23,052 pairs across 39 cell lines. Regression. Given two drug SMILES strings and cell line genomic features, predict the synergy score measuring deviation from expected non-interaction effect. (1) Drug 1: COC1CC2CCC(C)C(O)(O2)C(=O)C(=O)N2CCCCC2C(=O)OC(C(C)CC2CCC(OP(C)(C)=O)C(OC)C2)CC(=O)C(C)C=C(C)C(O)C(OC)C(=O)C(C)CC(C)C=CC=CC=C1C. Drug 2: CNC(=O)c1cc(Oc2ccc(NC(=O)Nc3ccc(Cl)c(C(F)(F)F)c3)cc2)ccn1. Cell line: NCIH460. Synergy scores: synergy=22.7. (2) Drug 1: NC1(c2ccc(-c3nc4ccn5c(=O)[nH]nc5c4cc3-c3ccccc3)cc2)CCC1. Drug 2: COC1=C2CC(C)CC(OC)C(O)C(C)C=C(C)C(OC(N)=O)C(OC)C=CC=C(C)C(=O)NC(=CC1=O)C2=O. Cell line: HT144. Synergy scores: synergy=22.1. (3) Drug 1: N.N.O=C(O)C1(C(=O)O)CCC1.[Pt]. Drug 2: C=CCn1c(=O)c2cnc(Nc3ccc(N4CCN(C)CC4)cc3)nc2n1-c1cccc(C(C)(C)O)n1. Cell line: SW620. Synergy scores: synergy=-5.33. (4) Drug 1: CCC1=CC2CN(C1)Cc1c([nH]c3ccccc13)C(C(=O)OC)(c1cc3c(cc1OC)N(C)C1C(O)(C(=O)OC)C(OC(C)=O)C4(CC)C=CCN5CCC31C54)C2. Drug 2: Cn1nnc2c(C(N)=O)ncn2c1=O. Cell line: SKOV3. Synergy scores: synergy=-13.2. (5) Drug 1: COC12C(COC(N)=O)C3=C(C(=O)C(C)=C(N)C3=O)N1CC1NC12. Drug 2: O=C(CCCCCCC(=O)Nc1ccccc1)NO. Cell line: T47D. Synergy scores: synergy=7.32. (6) Drug 1: COc1cc(C2c3cc4c(cc3C(OC3OC5COC(C)OC5C(O)C3O)C3COC(=O)C23)OCO4)cc(OC)c1O. Drug 2: O=C(CCCCCCC(=O)Nc1ccccc1)NO. Cell line: SW620. Synergy scores: synergy=0.182. (7) Drug 1: CCC1(O)CC2CN(CCc3c([nH]c4ccccc34)C(C(=O)OC)(c3cc4c(cc3OC)N(C)C3C(O)(C(=O)OC)C(OC(C)=O)C5(CC)C=CCN6CCC43C65)C2)C1. Drug 2: Cn1nnc2c(C(N)=O)ncn2c1=O. Cell line: VCAP. Synergy scores: synergy=-41.1. (8) Synergy scores: synergy=17.9. Drug 1: O=P1(N(CCCl)CCCl)NCCCO1. Cell line: A2780. Drug 2: Cn1c(=O)n(-c2ccc(C(C)(C)C#N)cc2)c2c3cc(-c4cnc5ccccc5c4)ccc3ncc21. (9) Drug 1: CN1C(=O)C=CC2(C)C3CCC4(C)C(NC(=O)OCC(F)(F)F)CCC4C3CCC12. Drug 2: Cn1cc(-c2cnn3c(N)c(Br)c(C4CCCNC4)nc23)cn1. Cell line: HT144. Synergy scores: synergy=5.01. (10) Drug 1: COC12C(COC(N)=O)C3=C(C(=O)C(C)=C(N)C3=O)N1CC1NC12. Drug 2: CCc1cnn2c(NCc3ccc[n+]([O-])c3)cc(N3CCCCC3CCO)nc12. Cell line: ES2. Synergy scores: synergy=7.47.